Dataset: Forward reaction prediction with 1.9M reactions from USPTO patents (1976-2016). Task: Predict the product of the given reaction. (1) Given the reactants [OH:1][C:2]1[CH:7]=[C:6]([CH3:8])O[C:4](=[O:9])[CH:3]=1.[NH2:10][CH2:11][C:12]1[N:13]=[CH:14][C:15]([CH3:18])=[N:16][CH:17]=1, predict the reaction product. The product is: [OH:1][C:2]1[CH:7]=[C:6]([CH3:8])[N:10]([CH2:11][C:12]2[CH:17]=[N:16][C:15]([CH3:18])=[CH:14][N:13]=2)[C:4](=[O:9])[CH:3]=1. (2) Given the reactants Br[C:2]1[CH:3]=[N:4][C:5]2[NH:14][C:13](=[O:15])[C@H:12]3[N:8]([CH2:9][CH2:10][CH2:11]3)[CH2:7][C:6]=2[CH:16]=1.[C:17]([O:21][C:22]([CH3:25])([CH3:24])[CH3:23])(=[O:20])[CH:18]=[CH2:19].C(N(C(C)C)C(C)C)C.CC1C=CC=CC=1P(C1C=CC=CC=1C)C1C=CC=CC=1C, predict the reaction product. The product is: [C:22]([O:21][C:17](=[O:20])/[CH:18]=[CH:19]/[C:2]1[CH:3]=[N:4][C:5]2[NH:14][C:13](=[O:15])[C@H:12]3[N:8]([CH2:9][CH2:10][CH2:11]3)[CH2:7][C:6]=2[CH:16]=1)([CH3:25])([CH3:24])[CH3:23]. (3) Given the reactants [CH:1]1[C:10]2[C:5](=[CH:6][CH:7]=[CH:8][CH:9]=2)[CH:4]=[C:3]([C:11]([NH:13][C:14]2[O:15][C:16]3[C:22]([C:23](O)=[O:24])=[CH:21][CH:20]=[CH:19][C:17]=3[N:18]=2)=[O:12])[N:2]=1.S(O)(O)(=O)=O.[NH2:31][C:32]1[NH:33][CH:34]=[CH:35][N:36]=1.CN(C(ON1N=NC2C=CC=CC1=2)=[N+](C)C)C.F[P-](F)(F)(F)(F)F.CCN(C(C)C)C(C)C, predict the reaction product. The product is: [NH:33]1[CH:34]=[CH:35][N:36]=[C:32]1[NH:31][C:23]([C:22]1[C:16]2[O:15][C:14]([NH:13][C:11]([C:3]3[N:2]=[CH:1][C:10]4[C:5]([CH:4]=3)=[CH:6][CH:7]=[CH:8][CH:9]=4)=[O:12])=[N:18][C:17]=2[CH:19]=[CH:20][CH:21]=1)=[O:24]. (4) Given the reactants [NH2:1][C:2]1[C:3]2[C:10]([C:11]#[C:12][C:13]3[CH:18]=[C:17]([O:19][CH3:20])[CH:16]=[C:15]([O:21][CH3:22])[CH:14]=3)=[CH:9][N:8]([C@@H:23]3[CH2:27][N:26]([C:28]([O:30][C:31]([CH3:34])([CH3:33])[CH3:32])=[O:29])[C@H:25]([C:35]([O:37]C)=[O:36])[CH2:24]3)[C:4]=2[N:5]=[CH:6][N:7]=1.[OH-].[Na+].Cl.C(OCC)(=O)C, predict the reaction product. The product is: [NH2:1][C:2]1[C:3]2[C:10]([C:11]#[C:12][C:13]3[CH:14]=[C:15]([O:21][CH3:22])[CH:16]=[C:17]([O:19][CH3:20])[CH:18]=3)=[CH:9][N:8]([C@@H:23]3[CH2:27][N:26]([C:28]([O:30][C:31]([CH3:32])([CH3:34])[CH3:33])=[O:29])[C@H:25]([C:35]([OH:37])=[O:36])[CH2:24]3)[C:4]=2[N:5]=[CH:6][N:7]=1.